This data is from Reaction yield outcomes from USPTO patents with 853,638 reactions. The task is: Predict the reaction yield, written as a fraction of the theoretical maximum amount of product (1.0 means a 100% yield; for example, 0.34 means a 34% yield). (1) The reactants are Br[CH2:2][C:3]1[C:13]([Cl:14])=[N:12][CH:11]=[CH:10][C:4]=1[C:5]([O:7]CC)=O.Cl.[CH3:16][C:17]1[CH:18]=[C:19]([CH:30]([NH2:32])[CH3:31])[CH:20]=[N:21][C:22]=1[O:23][CH2:24][CH2:25][C:26]([F:29])([F:28])[F:27]. No catalyst specified. The product is [Cl:14][C:13]1[C:3]2[CH2:2][N:32]([CH:30]([C:19]3[CH:20]=[N:21][C:22]([O:23][CH2:24][CH2:25][C:26]([F:29])([F:27])[F:28])=[C:17]([CH3:16])[CH:18]=3)[CH3:31])[C:5](=[O:7])[C:4]=2[CH:10]=[CH:11][N:12]=1. The yield is 0.610. (2) The reactants are [CH3:1][N:2]1[CH2:15][CH2:14][C:13]2[C:12]3[CH:11]=[C:10]([CH3:16])[CH:9]=[CH:8][C:7]=3[NH:6][C:5]=2[CH2:4][CH2:3]1.[O-]P([O-])([O-])=O.[K+].[K+].[K+].Br[CH2:26][CH2:27][C:28]1[CH:33]=[CH:32][CH:31]=[CH:30][C:29]=1[Cl:34].CN(C=O)C. The catalyst is [Cu](I)I.O. The product is [Cl:34][C:29]1[CH:30]=[CH:31][CH:32]=[CH:33][C:28]=1[CH2:27][CH2:26][N:6]1[C:7]2[CH:8]=[CH:9][C:10]([CH3:16])=[CH:11][C:12]=2[C:13]2[CH2:14][CH2:15][N:2]([CH3:1])[CH2:3][CH2:4][C:5]1=2. The yield is 0.107. (3) The reactants are [Cl:1][C:2]1[CH:7]=[CH:6][C:5]([C:8]2[N:13]=[C:12]([C:14](OCC)=[O:15])[CH:11]=[CH:10][C:9]=2[C:19]2[C:24]([O:25][CH3:26])=[CH:23][CH:22]=[CH:21][C:20]=2[O:27][CH3:28])=[CH:4][C:3]=1[O:29][CH:30]1C[CH2:33][N:32]([CH3:35])[CH2:31]1.[NH2:36][C:37]1([C:47]([OH:49])=[O:48])[CH:44]2[CH2:45][CH:40]3[CH2:41][CH:42]([CH2:46][CH:38]1[CH2:39]3)[CH2:43]2. No catalyst specified. The product is [Cl:1][C:2]1[CH:7]=[CH:6][C:5]([C:8]2[N:13]=[C:12]([C:14]([NH:36][C:37]3([C:47]([OH:49])=[O:48])[CH:44]4[CH2:43][CH:42]5[CH2:41][CH:40]([CH2:39][CH:38]3[CH2:46]5)[CH2:45]4)=[O:15])[CH:11]=[CH:10][C:9]=2[C:19]2[C:20]([O:27][CH3:28])=[CH:21][CH:22]=[CH:23][C:24]=2[O:25][CH3:26])=[CH:4][C:3]=1[O:29][CH2:30][CH2:31][N:32]([CH3:35])[CH3:33]. The yield is 0.470. (4) The reactants are [N+:1]([C:4]1[C:5]([CH:14]=[O:15])=[CH:6][CH:7]=[C:8]2[C:13]=1[N:12]=[CH:11][CH:10]=[CH:9]2)([O-:3])=[O:2].Br[Mg][C:18]1[CH:23]=[CH:22][C:21]([C:24]([F:27])([F:26])[F:25])=[CH:20][CH:19]=1. The catalyst is C1COCC1. The product is [N+:1]([C:4]1[C:5]([CH:14]([C:18]2[CH:23]=[CH:22][C:21]([C:24]([F:27])([F:26])[F:25])=[CH:20][CH:19]=2)[OH:15])=[CH:6][CH:7]=[C:8]2[C:13]=1[N:12]=[CH:11][CH:10]=[CH:9]2)([O-:3])=[O:2]. The yield is 0.250. (5) The reactants are C[O:2][C:3](=[O:24])[C:4]1[CH:9]=[CH:8][C:7]([O:10][CH2:11][C:12]2[C:13]([C:18]3[CH:23]=[CH:22][N:21]=[CH:20][N:19]=3)=[N:14][O:15][C:16]=2[CH3:17])=[N:6][CH:5]=1.COC(=O)C1C=CC(OCC2C(C3C=CC=CN=3)=NOC=2C)=NC=1. No catalyst specified. The product is [CH3:17][C:16]1[O:15][N:14]=[C:13]([C:18]2[CH:23]=[CH:22][N:21]=[CH:20][N:19]=2)[C:12]=1[CH2:11][O:10][C:7]1[CH:8]=[CH:9][C:4]([C:3]([OH:24])=[O:2])=[CH:5][N:6]=1. The yield is 0.830. (6) The reactants are Cl[CH2:2][C:3]1[O:4][C:5]([C:8]2[CH:9]=[CH:10][C:11]3[O:15][CH:14]=[C:13]([C:16]4[CH:21]=[CH:20][CH:19]=[C:18]([O:22][C:23]([F:26])([F:25])[F:24])[CH:17]=4)[C:12]=3[CH:27]=2)=[N:6][N:7]=1.C[C:29](C)([O-:31])C.[K+]. The catalyst is CO. The product is [CH3:29][O:31][CH2:2][C:3]1[O:4][C:5]([C:8]2[CH:9]=[CH:10][C:11]3[O:15][CH:14]=[C:13]([C:16]4[CH:21]=[CH:20][CH:19]=[C:18]([O:22][C:23]([F:26])([F:25])[F:24])[CH:17]=4)[C:12]=3[CH:27]=2)=[N:6][N:7]=1. The yield is 0.670. (7) The reactants are [H-].[Na+].[C:3]([O:11][CH2:12][CH3:13])(=[O:10])[CH2:4][C:5]([O:7][CH2:8][CH3:9])=[O:6].[Br:14][C:15]1[CH:16]=[C:17]([N+:22]([O-:24])=[O:23])[C:18](Cl)=[N:19][CH:20]=1. The catalyst is CN(C)C=O. The product is [Br:14][C:15]1[CH:16]=[C:17]([N+:22]([O-:24])=[O:23])[C:18]([CH:4]([C:5]([O:7][CH2:8][CH3:9])=[O:6])[C:3]([O:11][CH2:12][CH3:13])=[O:10])=[N:19][CH:20]=1. The yield is 0.690. (8) The reactants are [F:1][C:2]1[CH:3]=[C:4]([N:9]2[C:13]([CH2:14][NH:15]C(=O)OC(C)(C)C)=[CH:12][C:11]([C:23]([F:26])([F:25])[F:24])=[N:10]2)[CH:5]=[C:6]([F:8])[CH:7]=1.[ClH:27]. The catalyst is O1CCOCC1. The product is [ClH:27].[F:1][C:2]1[CH:3]=[C:4]([N:9]2[C:13]([CH2:14][NH2:15])=[CH:12][C:11]([C:23]([F:25])([F:24])[F:26])=[N:10]2)[CH:5]=[C:6]([F:8])[CH:7]=1. The yield is 0.780. (9) The reactants are C([O-])([O-])=O.[Na+].[Na+].[CH2:7]([O:14][C:15]1[CH:19]=[C:18]([C:20](OCC)=[O:21])[N:17]([CH2:25][CH2:26][CH2:27][NH2:28])[N:16]=1)[C:8]1[CH:13]=[CH:12][CH:11]=[CH:10][CH:9]=1. The catalyst is O. The product is [CH2:7]([O:14][C:15]1[CH:19]=[C:18]2[C:20](=[O:21])[NH:28][CH2:27][CH2:26][CH2:25][N:17]2[N:16]=1)[C:8]1[CH:13]=[CH:12][CH:11]=[CH:10][CH:9]=1. The yield is 0.730.